From a dataset of Forward reaction prediction with 1.9M reactions from USPTO patents (1976-2016). Predict the product of the given reaction. Given the reactants C([O:8][CH2:9][C:10]([NH:12][C:13]1[C:21]2[C:16](=[N:17][CH:18]=[CH:19][C:20]=2[N:22]2[CH2:27][CH2:26][N:25](CC3C=CC=CC=3)[CH2:24][CH2:23]2)[NH:15][CH:14]=1)=[O:11])C1C=CC=CC=1.CCN(C(C)C)C(C)C, predict the reaction product. The product is: [OH:8][CH2:9][C:10]([NH:12][C:13]1[C:21]2[C:16](=[N:17][CH:18]=[CH:19][C:20]=2[N:22]2[CH2:27][CH2:26][NH:25][CH2:24][CH2:23]2)[NH:15][CH:14]=1)=[O:11].